Dataset: Reaction yield outcomes from USPTO patents with 853,638 reactions. Task: Predict the reaction yield, written as a fraction of the theoretical maximum amount of product (1.0 means a 100% yield; for example, 0.34 means a 34% yield). (1) The reactants are [Cl:1][CH:2]([C:7](=[O:29])[CH2:8][C:9]([CH:24]1[CH2:28][CH2:27][CH2:26][CH2:25]1)(O)[CH2:10][CH2:11][C:12]1[CH:17]=[CH:16][C:15]([O:18][CH:19]([CH3:21])[CH3:20])=[C:14]([F:22])[CH:13]=1)[C:3]([O:5]C)=[O:4].CCCC[Sn](Cl)(O[Sn](Cl)(CCCC)CCCC)CCCC. The catalyst is C1(C)C=CC=CC=1. The product is [Cl:1][C:2]1[C:3](=[O:4])[O:5][C:9]([CH:24]2[CH2:25][CH2:26][CH2:27][CH2:28]2)([CH2:10][CH2:11][C:12]2[CH:17]=[CH:16][C:15]([O:18][CH:19]([CH3:21])[CH3:20])=[C:14]([F:22])[CH:13]=2)[CH2:8][C:7]=1[OH:29]. The yield is 0.500. (2) The reactants are [Cl:1][C:2]1[CH:3]=[C:4]2[C:8](=[C:9]([NH:11][CH:12]3[CH2:16][CH2:15][CH2:14][CH2:13]3)[CH:10]=1)[NH:7][C:6]([C:17]1[S:18][CH2:19][C@@H:20]([CH2:22][C:23]([OH:25])=O)[N:21]=1)=[CH:5]2.[CH3:26][N:27]([CH3:33])[CH:28]1[CH2:32][CH2:31][NH:30][CH2:29]1. No catalyst specified. The product is [Cl:1][C:2]1[CH:3]=[C:4]2[C:8](=[C:9]([NH:11][CH:12]3[CH2:13][CH2:14][CH2:15][CH2:16]3)[CH:10]=1)[NH:7][C:6]([C:17]1[S:18][CH2:19][C@@H:20]([CH2:22][C:23]([N:30]3[CH2:31][CH2:32][CH:28]([N:27]([CH3:33])[CH3:26])[CH2:29]3)=[O:25])[N:21]=1)=[CH:5]2. The yield is 0.480. (3) The reactants are [SH:1][C:2]1[CH:7]=[CH:6][CH:5]=[CH:4][N:3]=1.C(=O)([O-])[O-].[K+].[K+].[Cl:14][C:15]1[CH:16]=[C:17]([N+:22]([O-:24])=[O:23])[CH:18]=[CH:19][C:20]=1F. The catalyst is C(#N)C.C1CC2OCCOCCOC3C(OCCOCCOC2CC1)CCCC3. The product is [Cl:14][C:15]1[CH:16]=[C:17]([N+:22]([O-:24])=[O:23])[CH:18]=[CH:19][C:20]=1[S:1][C:2]1[CH:7]=[CH:6][CH:5]=[CH:4][N:3]=1. The yield is 0.580. (4) The reactants are [CH3:1][O:2][C:3]1[CH:8]=[CH:7][C:6]([N:9]2[CH2:14][CH2:13][CH2:12][CH2:11][CH2:10]2)=[C:5]([N+:15]([O-])=O)[CH:4]=1.[Sn](Cl)(Cl)(Cl)Cl.[OH-].[Na+]. The catalyst is C(O)C. The product is [CH3:1][O:2][C:3]1[CH:8]=[CH:7][C:6]([N:9]2[CH2:14][CH2:13][CH2:12][CH2:11][CH2:10]2)=[C:5]([NH2:15])[CH:4]=1. The yield is 0.740. (5) The reactants are F[P-](F)(F)(F)(F)F.N1(OC(N(C)C)=[N+](C)C)C2N=CC=CC=2N=N1.[C:25]([O:29][C:30]([NH:32][C:33]1([C:48](O)=[O:49])[CH2:38][CH2:37][N:36]([C:39]2[C:40]3[CH:47]=[CH:46][NH:45][C:41]=3[N:42]=[CH:43][N:44]=2)[CH2:35][CH2:34]1)=[O:31])([CH3:28])([CH3:27])[CH3:26].C(N(CC)C(C)C)(C)C.[NH2:60][CH:61]([C:68]1[CH:73]=[CH:72][C:71]([Cl:74])=[CH:70][CH:69]=1)[CH2:62][CH2:63][S:64]([NH2:67])(=[O:66])=[O:65]. The catalyst is CN1C(=O)CCC1.CO. The product is [Cl:74][C:71]1[CH:70]=[CH:69][C:68]([CH:61]([NH:60][C:48]([C:33]2([NH:32][C:30](=[O:31])[O:29][C:25]([CH3:28])([CH3:26])[CH3:27])[CH2:34][CH2:35][N:36]([C:39]3[C:40]4[CH:47]=[CH:46][NH:45][C:41]=4[N:42]=[CH:43][N:44]=3)[CH2:37][CH2:38]2)=[O:49])[CH2:62][CH2:63][S:64](=[O:65])(=[O:66])[NH2:67])=[CH:73][CH:72]=1. The yield is 0.349. (6) The reactants are [C:1]([C:3]1[C:8]([F:9])=[CH:7][CH:6]=[CH:5][C:4]=1[Zn])#[N:2].[Br:11][C:12]1[CH:13]=[C:14]([CH:18]=[CH:19][C:20]=1[F:21])[C:15](Cl)=[O:16]. The catalyst is C1COCC1. The product is [Br:11][C:12]1[CH:13]=[C:14]([CH:18]=[CH:19][C:20]=1[F:21])[C:15]([C:4]1[CH:5]=[CH:6][CH:7]=[C:8]([F:9])[C:3]=1[C:1]#[N:2])=[O:16]. The yield is 0.610. (7) The reactants are [C:1]([O:5][C:6](=[O:14])[NH:7][C@H:8]([C:11](=O)[NH2:12])[CH2:9][CH3:10])([CH3:4])([CH3:3])[CH3:2].F[B-](F)(F)F.C([O+](CC)CC)C.[F:27][C:28]1[CH:29]=[C:30]([NH:35][C:36]2[CH:41]=[CH:40][CH:39]=[CH:38][N:37]=2)[C:31](N)=[CH:32][CH:33]=1. The catalyst is C1COCC1. The product is [C:1]([O:5][C:6](=[O:14])[NH:7][C@H:8]([C:11]1[N:35]([C:36]2[CH:41]=[CH:40][CH:39]=[CH:38][N:37]=2)[C:30]2[CH:29]=[C:28]([F:27])[CH:33]=[CH:32][C:31]=2[N:12]=1)[CH2:9][CH3:10])([CH3:4])([CH3:3])[CH3:2]. The yield is 0.940.